This data is from Forward reaction prediction with 1.9M reactions from USPTO patents (1976-2016). The task is: Predict the product of the given reaction. (1) Given the reactants [CH3:1][C:2]1[CH:7]=[CH:6][C:5]([CH3:8])=[CH:4][C:3]=1B(O)O.Br[C:13]1[CH:20]=[CH:19][CH:18]=[CH:17][C:14]=1[C:15]#[N:16].C(=O)([O-])[O-].[Na+].[Na+], predict the reaction product. The product is: [CH3:1][C:2]1[CH:7]=[CH:6][C:5]([CH3:8])=[CH:4][C:3]=1[C:13]1[CH:20]=[CH:19][CH:18]=[CH:17][C:14]=1[C:15]#[N:16]. (2) Given the reactants [C:1]([C:3]1[CH:4]=[C:5]([CH:9]=[C:10]([I:14])[C:11]=1[O:12][CH3:13])[C:6](O)=[O:7])#[N:2].C1(C)C=CC=CC=1.S(Cl)([Cl:24])=O, predict the reaction product. The product is: [C:1]([C:3]1[CH:4]=[C:5]([CH:9]=[C:10]([I:14])[C:11]=1[O:12][CH3:13])[C:6]([Cl:24])=[O:7])#[N:2]. (3) Given the reactants Cl[C:2]1[N:7]([CH3:8])[C:6](=[O:9])[CH:5]=[C:4]([C:10]2[CH:15]=[CH:14][N:13]=[CH:12][CH:11]=2)[N:3]=1.C(N(C(C)C)CC)(C)C.O, predict the reaction product. The product is: [CH3:8][N:7]1[C:6](=[O:9])[CH:5]=[C:4]([C:10]2[CH:15]=[CH:14][N:13]=[CH:12][CH:11]=2)[N:3]=[CH:2]1. (4) Given the reactants [O:1]=[C:2]1[NH:6][C:5](=[O:7])[CH2:4][N:3]1[C@@H:8]([C@@H:16]([CH3:19])[CH2:17][CH3:18])[C:9]([O:11][C:12]([CH3:15])([CH3:14])[CH3:13])=[O:10].[CH:20]([C:23]1[S:24][CH:25]=[C:26]([CH2:28]O)[N:27]=1)([CH3:22])[CH3:21].C1(P(C2C=CC=CC=2)C2C=CC=CC=2)C=CC=CC=1.N(C(OCC)=O)=NC(OCC)=O, predict the reaction product. The product is: [CH:20]([C:23]1[S:24][CH:25]=[C:26]([CH2:28][N:6]2[C:5](=[O:7])[CH2:4][N:3]([C@@H:8]([C@@H:16]([CH3:19])[CH2:17][CH3:18])[C:9]([O:11][C:12]([CH3:13])([CH3:14])[CH3:15])=[O:10])[C:2]2=[O:1])[N:27]=1)([CH3:22])[CH3:21]. (5) Given the reactants [C:12]([O:11][C:9](O[C:9]([O:11][C:12]([CH3:15])([CH3:14])[CH3:13])=[O:10])=[O:10])([CH3:15])([CH3:14])[CH3:13].[NH2:16][C:17]1[CH:22]=[C:21]([NH2:23])[CH:20]=[CH:19][C:18]=1[CH3:24].CCCCCC.C(OCC)(=O)C.O, predict the reaction product. The product is: [CH3:24][C:18]1[CH:19]=[CH:20][C:21]([NH:23][C:9]([O:11][C:12]([CH3:13])([CH3:14])[CH3:15])=[O:10])=[CH:22][C:17]=1[NH2:16]. (6) The product is: [Br:1][C:2]1[CH:3]=[C:4]([N+:18]([O-:20])=[O:19])[C:5]2[N:13]=[C:14]([CH2:15][Cl:16])[NH:8][C:6]=2[CH:7]=1. Given the reactants [Br:1][C:2]1[CH:3]=[C:4]([N+:18]([O-:20])=[O:19])[C:5]([NH:13][C:14](=O)[CH2:15][Cl:16])=[C:6]([NH:8]C(=O)CCl)[CH:7]=1.O.C(=O)([O-])O.[Na+], predict the reaction product. (7) Given the reactants [O:1]=[C:2]([CH2:8][C:9](=[O:16])[C:10]1[CH:15]=[CH:14][CH:13]=[CH:12][CH:11]=1)[C:3]([O:5][CH2:6][CH3:7])=[O:4].CC[O-].[Na+].Cl/[C:22](=[N:28]\O)/[C:23]([O:25][CH2:26][CH3:27])=[O:24], predict the reaction product. The product is: [CH2:6]([O:5][C:3](=[O:4])[C:2]([C:8]1[C:22]([C:23]([O:25][CH2:26][CH3:27])=[O:24])=[N:28][O:16][C:9]=1[C:10]1[CH:11]=[CH:12][CH:13]=[CH:14][CH:15]=1)=[O:1])[CH3:7]. (8) Given the reactants C(O[C:6]([NH:8][C@@H:9]1[CH2:14][C@@H:13]([C:15]([O:17][CH2:18][CH3:19])=[O:16])[CH2:12][CH2:11][C@H:10]1[NH:20][C:21]([C:23]1[NH:24][C:25]2[C:30]([CH:31]=1)=[CH:29][C:28]([Cl:32])=[CH:27][CH:26]=2)=[O:22])=[O:7])(C)(C)C.Cl.[CH3:34][N:35]1[CH2:40][CH2:39][C:38]2[N:41]=[C:42](C([O-])=O)[S:43][C:37]=2[CH2:36]1.[Li+], predict the reaction product. The product is: [Cl:32][C:28]1[CH:29]=[C:30]2[C:25](=[CH:26][CH:27]=1)[NH:24][C:23]([C:21]([NH:20][C@@H:10]1[CH2:11][CH2:12][C@H:13]([C:15]([O:17][CH2:18][CH3:19])=[O:16])[CH2:14][C@H:9]1[NH:8][C:6]([C:42]1[S:43][C:37]3[CH2:36][N:35]([CH3:34])[CH2:40][CH2:39][C:38]=3[N:41]=1)=[O:7])=[O:22])=[CH:31]2. (9) The product is: [C:16]([C:12]1[CH:13]=[C:14]2[C:9](=[CH:10][CH:11]=1)[N:8]=[CH:7][C:6]([C:4]([OH:5])=[O:3])=[CH:15]2)#[N:17]. Given the reactants C([O:3][C:4]([C:6]1[CH:7]=[N:8][C:9]2[C:14]([CH:15]=1)=[CH:13][C:12]([C:16]#[N:17])=[CH:11][CH:10]=2)=[O:5])C.[Li+].[OH-].Cl, predict the reaction product. (10) The product is: [C:25]([O:24][C:23](=[O:29])[NH:22][C:18]1([C:15]2[CH:16]=[CH:17][C:12]([C:10]3[C:9]([C:30]4[CH:31]=[CH:32][CH:33]=[CH:34][CH:35]=4)=[CH:8][C:6]4[N:7]([C:39]5[CH:38]=[N:37][CH:42]=[CH:41][CH:40]=5)[S:2](=[O:1])(=[O:36])[CH2:3][O:4][C:5]=4[N:11]=3)=[CH:13][CH:14]=2)[CH2:21][CH2:20][CH2:19]1)([CH3:28])([CH3:27])[CH3:26]. Given the reactants [O:1]=[S:2]1(=[O:36])[NH:7][C:6]2[CH:8]=[C:9]([C:30]3[CH:35]=[CH:34][CH:33]=[CH:32][CH:31]=3)[C:10]([C:12]3[CH:17]=[CH:16][C:15]([C:18]4([NH:22][C:23](=[O:29])[O:24][C:25]([CH3:28])([CH3:27])[CH3:26])[CH2:21][CH2:20][CH2:19]4)=[CH:14][CH:13]=3)=[N:11][C:5]=2[O:4][CH2:3]1.[N:37]1[CH:42]=[CH:41][CH:40]=[C:39](B(O)O)[CH:38]=1.N1C=CC=CC=1, predict the reaction product.